Dataset: CYP1A2 inhibition data for predicting drug metabolism from PubChem BioAssay. Task: Regression/Classification. Given a drug SMILES string, predict its absorption, distribution, metabolism, or excretion properties. Task type varies by dataset: regression for continuous measurements (e.g., permeability, clearance, half-life) or binary classification for categorical outcomes (e.g., BBB penetration, CYP inhibition). Dataset: cyp1a2_veith. (1) The compound is Cn1cnc([N+](=O)[O-])c1Sc1nnc(-c2cccnc2)n1C. The result is 0 (non-inhibitor). (2) The molecule is CC(NC(=O)OCc1ccccc1)C(=O)NCC1CCCO1. The result is 1 (inhibitor). (3) The molecule is COC(=O)[C@@]1(Cc2ccc(OC)cc2)[C@H]2c3cc(C(=O)N4CCCC4)n(Cc4ccsc4Br)c3C[C@H]2CN1C(=O)c1ccccc1. The result is 0 (non-inhibitor). (4) The drug is COc1cccc2c1[C@H](CO)N1[C@H](C#N)[C@@H]3C[C@H](C(=O)O)[C@@H]([C@@H]1C2)N3C. The result is 0 (non-inhibitor). (5) The molecule is O=C(COc1cccc2ccccc12)NNC(=O)c1cccs1. The result is 1 (inhibitor).